This data is from Full USPTO retrosynthesis dataset with 1.9M reactions from patents (1976-2016). The task is: Predict the reactants needed to synthesize the given product. Given the product [Cl:19][CH2:20][CH2:21][C:22]([NH:7][C:6]1[C:2]([Cl:1])=[N:3][NH:4][CH:5]=1)=[O:23], predict the reactants needed to synthesize it. The reactants are: [Cl:1][C:2]1[C:6]([NH2:7])=[CH:5][NH:4][N:3]=1.Cl.O1CCCC1.C(=O)(O)[O-].[Na+].[Cl:19][CH2:20][CH2:21][C:22](Cl)=[O:23].